This data is from Forward reaction prediction with 1.9M reactions from USPTO patents (1976-2016). The task is: Predict the product of the given reaction. Given the reactants [NH2:1][C:2]1[CH:3]=[C:4]([CH:10]=[CH:11][CH:12]=1)[C:5]([O:7][CH2:8][CH3:9])=[O:6].[C:13]1([S:19](Cl)(=[O:21])=[O:20])[CH:18]=[CH:17][CH:16]=[CH:15][CH:14]=1, predict the reaction product. The product is: [C:13]1([S:19]([NH:1][C:2]2[CH:3]=[C:4]([CH:10]=[CH:11][CH:12]=2)[C:5]([O:7][CH2:8][CH3:9])=[O:6])(=[O:21])=[O:20])[CH:18]=[CH:17][CH:16]=[CH:15][CH:14]=1.